Task: Predict the product of the given reaction.. Dataset: Forward reaction prediction with 1.9M reactions from USPTO patents (1976-2016) Given the reactants I.[NH2:2][C:3]1[C:4]([C:11]([NH:13][C:14](=[NH:17])SC)=[O:12])=[N:5][C:6]([Cl:10])=[C:7]([NH2:9])[N:8]=1.OCCOC1C=CC([CH2:28][CH2:29][CH2:30][CH2:31][NH2:32])=CC=1.CO.C(N(C(C)C)CC)(C)C, predict the reaction product. The product is: [ClH:10].[CH2:31]([NH:32][C:14]([NH:13][C:11]([C:4]1[C:3]([NH2:2])=[N:8][C:7]([NH2:9])=[C:6]([Cl:10])[N:5]=1)=[O:12])=[NH:17])[CH2:30][CH2:29][CH3:28].